From a dataset of Forward reaction prediction with 1.9M reactions from USPTO patents (1976-2016). Predict the product of the given reaction. (1) The product is: [N:33]([CH2:2][C:3]1[N:4]=[C:5]([C:23]2[CH:28]=[CH:27][C:26]([C:29]([F:32])([F:31])[F:30])=[CH:25][CH:24]=2)[S:6][C:7]=1[CH2:8][O:9][C:10]1[CH:15]=[CH:14][C:13]([C:16]2[NH:20][C:19](=[O:21])[O:18][N:17]=2)=[C:12]([F:22])[CH:11]=1)=[N+:34]=[N-:35]. Given the reactants Br[CH2:2][C:3]1[N:4]=[C:5]([C:23]2[CH:28]=[CH:27][C:26]([C:29]([F:32])([F:31])[F:30])=[CH:25][CH:24]=2)[S:6][C:7]=1[CH2:8][O:9][C:10]1[CH:15]=[CH:14][C:13]([C:16]2[NH:20][C:19](=[O:21])[O:18][N:17]=2)=[C:12]([F:22])[CH:11]=1.[N-:33]=[N+:34]=[N-:35].[Na+], predict the reaction product. (2) Given the reactants [CH:1]([C:9]1[C:17]2[C:12](=[CH:13][C:14]([NH:18][C:19]3[CH:24]=[CH:23][CH:22]=[C:21]([NH2:25])[CH:20]=3)=[CH:15][CH:16]=2)[N:11]([CH2:26][O:27][CH2:28][CH2:29][Si:30]([CH3:33])([CH3:32])[CH3:31])[N:10]=1)=[CH:2][C:3]1[CH:8]=[CH:7][CH:6]=[CH:5][CH:4]=1.N1C=CC=CC=1.[C:40](Cl)(=[O:47])[C:41]1[CH:46]=[CH:45][CH:44]=[CH:43][CH:42]=1, predict the reaction product. The product is: [CH:1]([C:9]1[C:17]2[C:12](=[CH:13][C:14]([NH:18][C:19]3[CH:20]=[C:21]([NH:25][C:40](=[O:47])[C:41]4[CH:46]=[CH:45][CH:44]=[CH:43][CH:42]=4)[CH:22]=[CH:23][CH:24]=3)=[CH:15][CH:16]=2)[N:11]([CH2:26][O:27][CH2:28][CH2:29][Si:30]([CH3:31])([CH3:33])[CH3:32])[N:10]=1)=[CH:2][C:3]1[CH:4]=[CH:5][CH:6]=[CH:7][CH:8]=1.